From a dataset of NCI-60 drug combinations with 297,098 pairs across 59 cell lines. Regression. Given two drug SMILES strings and cell line genomic features, predict the synergy score measuring deviation from expected non-interaction effect. (1) Drug 1: CC=C1C(=O)NC(C(=O)OC2CC(=O)NC(C(=O)NC(CSSCCC=C2)C(=O)N1)C(C)C)C(C)C. Drug 2: CCC1(C2=C(COC1=O)C(=O)N3CC4=CC5=C(C=CC(=C5CN(C)C)O)N=C4C3=C2)O.Cl. Cell line: SK-OV-3. Synergy scores: CSS=49.4, Synergy_ZIP=0.846, Synergy_Bliss=3.60, Synergy_Loewe=-17.3, Synergy_HSA=3.23. (2) Drug 1: CC1C(C(CC(O1)OC2CC(CC3=C2C(=C4C(=C3O)C(=O)C5=C(C4=O)C(=CC=C5)OC)O)(C(=O)CO)O)N)O.Cl. Drug 2: COC1=CC(=CC(=C1O)OC)C2C3C(COC3=O)C(C4=CC5=C(C=C24)OCO5)OC6C(C(C7C(O6)COC(O7)C8=CC=CS8)O)O. Cell line: UACC-257. Synergy scores: CSS=29.6, Synergy_ZIP=-9.15, Synergy_Bliss=-2.34, Synergy_Loewe=-1.52, Synergy_HSA=0.980. (3) Drug 1: C1CCC(CC1)NC(=O)N(CCCl)N=O. Drug 2: CN(C(=O)NC(C=O)C(C(C(CO)O)O)O)N=O. Cell line: LOX IMVI. Synergy scores: CSS=45.7, Synergy_ZIP=-2.82, Synergy_Bliss=0.954, Synergy_Loewe=-0.768, Synergy_HSA=4.55. (4) Drug 1: C1=C(C(=O)NC(=O)N1)N(CCCl)CCCl. Drug 2: CCN(CC)CCCC(C)NC1=C2C=C(C=CC2=NC3=C1C=CC(=C3)Cl)OC. Cell line: HL-60(TB). Synergy scores: CSS=61.1, Synergy_ZIP=-4.87, Synergy_Bliss=-14.8, Synergy_Loewe=-13.7, Synergy_HSA=-12.3. (5) Drug 1: CNC(=O)C1=CC=CC=C1SC2=CC3=C(C=C2)C(=NN3)C=CC4=CC=CC=N4. Drug 2: C1=CN(C(=O)N=C1N)C2C(C(C(O2)CO)O)O.Cl. Cell line: RXF 393. Synergy scores: CSS=13.6, Synergy_ZIP=-0.456, Synergy_Bliss=2.82, Synergy_Loewe=0.813, Synergy_HSA=3.53. (6) Drug 1: CCCS(=O)(=O)NC1=C(C(=C(C=C1)F)C(=O)C2=CNC3=C2C=C(C=N3)C4=CC=C(C=C4)Cl)F. Drug 2: CC12CCC(CC1=CCC3C2CCC4(C3CC=C4C5=CN=CC=C5)C)O. Cell line: OVCAR-8. Synergy scores: CSS=7.04, Synergy_ZIP=1.97, Synergy_Bliss=8.48, Synergy_Loewe=3.56, Synergy_HSA=6.14.